Dataset: Forward reaction prediction with 1.9M reactions from USPTO patents (1976-2016). Task: Predict the product of the given reaction. (1) The product is: [C:30]([O:29][C:27](=[O:28])[NH:1][CH:2]1[CH2:3][CH2:4][CH2:5][N:6]([C:7](=[NH:23])[NH:8][S:9]([C:12]2[C:13]([CH3:14])=[CH:15][C:16]([O:17][CH3:18])=[C:19]([CH3:20])[C:21]=2[CH3:22])(=[O:11])=[O:10])[C:24]1=[O:26])([CH3:33])([CH3:32])[CH3:31]. Given the reactants [NH:1]([C:27]([O:29][C:30]([CH3:33])([CH3:32])[CH3:31])=[O:28])[C@H:2]([C:24]([OH:26])=O)[CH2:3][CH2:4][CH2:5][NH:6][C:7](=[NH:23])[NH:8][S:9]([C:12]1[C:21]([CH3:22])=[C:19]([CH3:20])[C:16]([O:17][CH3:18])=[CH:15][C:13]=1[CH3:14])(=[O:11])=[O:10].N1C=CC=CC=1.N1C(F)=NC(F)=NC=1F, predict the reaction product. (2) Given the reactants [Cl:1][C:2]1[CH:7]=[CH:6][C:5]([C@H:8]2[C@@H:12]([C:13]3[CH:18]=[CH:17][C:16]([Cl:19])=[CH:15][CH:14]=3)[NH:11][C:10]([C:20]3[CH:25]=[CH:24][C:23]([O:26][CH3:27])=[CH:22][C:21]=3[O:28][CH:29]([CH3:31])[CH3:30])=[N:9]2)=[CH:4][CH:3]=1.C(N(CC)CC)C.[C:39](Cl)([Cl:41])=[O:40], predict the reaction product. The product is: [Cl:1][C:2]1[CH:3]=[CH:4][C:5]([CH:8]2[CH:12]([C:13]3[CH:14]=[CH:15][C:16]([Cl:19])=[CH:17][CH:18]=3)[N:11]([C:39]([Cl:41])=[O:40])[C:10]([C:20]3[CH:25]=[CH:24][C:23]([O:26][CH3:27])=[CH:22][C:21]=3[O:28][CH:29]([CH3:31])[CH3:30])=[N:9]2)=[CH:6][CH:7]=1. (3) Given the reactants [NH2:1][C:2](=[CH2:29])/[CH:3]=[CH:4]/[C:5](/[NH:8][C:9]1[C:18]2[CH2:17][N:16]([CH2:19][C:20]3[CH:25]=[CH:24][C:23]([O:26][CH3:27])=[CH:22][CH:21]=3)[C:15](=[O:28])[NH:14][C:13]=2[N:12]=[CH:11][CH:10]=1)=[CH:6]/C.[F:30][C:31]1[CH:36]=[CH:35][C:34]([N:37]=[C:38]=[O:39])=[CH:33][C:32]=1[F:40], predict the reaction product. The product is: [F:40][C:32]1[CH:33]=[C:34]([NH:37][C:38]([NH:1][C:2]2[CH:3]=[CH:4][C:5]([NH:8][C:9]3[C:18]4[CH2:17][N:16]([CH2:19][C:20]5[CH:21]=[CH:22][C:23]([O:26][CH3:27])=[CH:24][CH:25]=5)[C:15](=[O:28])[NH:14][C:13]=4[N:12]=[CH:11][CH:10]=3)=[CH:6][CH:29]=2)=[O:39])[CH:35]=[CH:36][C:31]=1[F:30]. (4) Given the reactants [C:1]([NH:4][C:5]1[S:20][C:8]2[CH2:9][N:10](C(OC(C)(C)C)=O)[CH2:11][CH2:12][C:7]=2[C:6]=1[C:21]1[N:22]=[N:23][N:24]([CH3:26])[N:25]=1)(=[O:3])[CH3:2].[F:27][C:28]([F:33])([F:32])[C:29]([OH:31])=[O:30], predict the reaction product. The product is: [F:27][C:28]([F:33])([F:32])[C:29]([O-:31])=[O:30].[C:1]([NH:4][C:5]1[S:20][C:8]2[CH2:9][NH2+:10][CH2:11][CH2:12][C:7]=2[C:6]=1[C:21]1[N:22]=[N:23][N:24]([CH3:26])[N:25]=1)(=[O:3])[CH3:2].